Task: Regression. Given two drug SMILES strings and cell line genomic features, predict the synergy score measuring deviation from expected non-interaction effect.. Dataset: NCI-60 drug combinations with 297,098 pairs across 59 cell lines (1) Drug 1: C1=NC(=NC(=O)N1C2C(C(C(O2)CO)O)O)N. Drug 2: COC1=C2C(=CC3=C1OC=C3)C=CC(=O)O2. Cell line: UACC-257. Synergy scores: CSS=6.62, Synergy_ZIP=2.94, Synergy_Bliss=0.420, Synergy_Loewe=-3.69, Synergy_HSA=-0.498. (2) Drug 1: CC1=CC2C(CCC3(C2CCC3(C(=O)C)OC(=O)C)C)C4(C1=CC(=O)CC4)C. Drug 2: CN(C)C1=NC(=NC(=N1)N(C)C)N(C)C. Cell line: COLO 205. Synergy scores: CSS=-1.72, Synergy_ZIP=3.74, Synergy_Bliss=11.3, Synergy_Loewe=4.44, Synergy_HSA=4.31. (3) Drug 1: C1=CC(=C2C(=C1NCCNCCO)C(=O)C3=C(C=CC(=C3C2=O)O)O)NCCNCCO. Drug 2: CC(C1=C(C=CC(=C1Cl)F)Cl)OC2=C(N=CC(=C2)C3=CN(N=C3)C4CCNCC4)N. Cell line: OVCAR-5. Synergy scores: CSS=27.6, Synergy_ZIP=-5.61, Synergy_Bliss=1.52, Synergy_Loewe=-6.84, Synergy_HSA=2.09. (4) Drug 1: C1=NC(=NC(=O)N1C2C(C(C(O2)CO)O)O)N. Drug 2: CS(=O)(=O)OCCCCOS(=O)(=O)C. Cell line: UO-31. Synergy scores: CSS=16.9, Synergy_ZIP=-8.24, Synergy_Bliss=-3.09, Synergy_Loewe=-17.3, Synergy_HSA=-2.84.